This data is from Full USPTO retrosynthesis dataset with 1.9M reactions from patents (1976-2016). The task is: Predict the reactants needed to synthesize the given product. (1) Given the product [C:18]([O:17][C:15]([N:12]1[CH2:11][CH2:10][C:9]([O:8][CH2:1][C:2]2[CH:7]=[CH:6][CH:5]=[CH:4][CH:3]=2)([C:22]([OH:24])=[O:23])[CH2:14][CH2:13]1)=[O:16])([CH3:21])([CH3:19])[CH3:20], predict the reactants needed to synthesize it. The reactants are: [CH2:1]([O:8][C:9]1([C:22]([O:24]C)=[O:23])[CH2:14][CH2:13][N:12]([C:15]([O:17][C:18]([CH3:21])([CH3:20])[CH3:19])=[O:16])[CH2:11][CH2:10]1)[C:2]1[CH:7]=[CH:6][CH:5]=[CH:4][CH:3]=1.O.[OH-].[Li+].OS([O-])(=O)=O.[Na+]. (2) The reactants are: Br[CH2:2][CH2:3][CH2:4][CH2:5][CH2:6][CH2:7][CH2:8][CH2:9][CH2:10][C:11]([OH:13])=[O:12].[OH-].[NH4+:15]. Given the product [NH2:15][CH2:2][CH2:3][CH2:4][CH2:5][CH2:6][CH2:7][CH2:8][CH2:9][CH2:10][C:11]([OH:13])=[O:12], predict the reactants needed to synthesize it. (3) The reactants are: C([O:3][C:4]([C:6]1[CH:7]=[C:8]2[C:13](=[CH:14][CH:15]=1)[NH:12][CH:11]([C:16]1[CH:21]=[CH:20][CH:19]=[C:18]([N:22]3[C:26]([CH2:27][C:28]4[CH:33]=[CH:32][CH:31]=[CH:30][CH:29]=4)=[N:25][N:24]=[N:23]3)[CH:17]=1)[C:10]([CH3:35])([CH3:34])[CH2:9]2)=[O:5])C.[OH-].[Na+].Cl. Given the product [CH2:27]([C:26]1[N:22]([C:18]2[CH:17]=[C:16]([CH:11]3[C:10]([CH3:35])([CH3:34])[CH2:9][C:8]4[C:13](=[CH:14][CH:15]=[C:6]([C:4]([OH:5])=[O:3])[CH:7]=4)[NH:12]3)[CH:21]=[CH:20][CH:19]=2)[N:23]=[N:24][N:25]=1)[C:28]1[CH:29]=[CH:30][CH:31]=[CH:32][CH:33]=1, predict the reactants needed to synthesize it. (4) Given the product [CH:9]1([N:8]2[C:4]([CH:1]3[CH2:3][CH2:2]3)=[N:5][N:6]=[C:7]2[C:12]([N:14]2[CH2:15][C:16]3[C:17](=[CH:32][CH:33]=[CH:34][CH:39]=3)[C:18]2=[O:26])([CH3:19])[CH3:13])[CH2:10][CH2:11]1, predict the reactants needed to synthesize it. The reactants are: [CH:1]1([C:4]2[N:8]([CH:9]3[CH2:11][CH2:10]3)[C:7]([C:12]([CH3:19])([N:14]3[CH:18]=[CH:17][CH:16]=[CH:15]3)[CH3:13])=[N:6][N:5]=2)[CH2:3][CH2:2]1.CN(C=O)C.C(=O)([O-])[O-:26].[K+].[K+].Br[CH2:32][C:33]1C=CC=C[C:34]=1[CH2:39]Br. (5) Given the product [CH3:21][S:22]([O:13][CH2:12][C:4]1[C:5]2[C:10](=[CH:9][CH:8]=[CH:7][CH:6]=2)[CH:11]=[C:2]([Br:1])[CH:3]=1)(=[O:24])=[O:23], predict the reactants needed to synthesize it. The reactants are: [Br:1][C:2]1[CH:3]=[C:4]([CH2:12][OH:13])[C:5]2[C:10]([CH:11]=1)=[CH:9][CH:8]=[CH:7][CH:6]=2.C(N(CC)CC)C.[CH3:21][S:22](Cl)(=[O:24])=[O:23]. (6) Given the product [C:33]([NH:1][C@H:2]1[CH2:7][CH2:6][C@H:5]([NH:8][C:9]([C:11]2[C:15]3[N:16]=[CH:17][N:18]=[C:19]([C:20]4[CH:25]=[CH:24][C:23]([O:26][CH3:27])=[CH:22][C:21]=4[O:28][CH2:29][CH:30]4[CH2:31][CH2:32]4)[C:14]=3[NH:13][CH:12]=2)=[O:10])[CH2:4][CH2:3]1)(=[O:35])[CH3:34], predict the reactants needed to synthesize it. The reactants are: [NH2:1][C@H:2]1[CH2:7][CH2:6][C@H:5]([NH:8][C:9]([C:11]2[C:15]3[N:16]=[CH:17][N:18]=[C:19]([C:20]4[CH:25]=[CH:24][C:23]([O:26][CH3:27])=[CH:22][C:21]=4[O:28][CH2:29][CH:30]4[CH2:32][CH2:31]4)[C:14]=3[NH:13][CH:12]=2)=[O:10])[CH2:4][CH2:3]1.[C:33](Cl)(=[O:35])[CH3:34]. (7) Given the product [CH3:22][C:3]1([NH:2][C:24]2[CH:29]=[CH:28][C:27]([C:30]([F:33])([F:32])[F:31])=[CH:26][N:25]=2)[CH2:7][CH2:6][CH2:5][CH:4]1[NH:8][C:9](=[O:21])[O:10][C@@H:11]1[CH2:16][C@H:15]([CH3:17])[CH2:14][CH2:13][C@H:12]1[CH:18]([CH3:19])[CH3:20], predict the reactants needed to synthesize it. The reactants are: Cl.[NH2:2][C:3]1([CH3:22])[CH2:7][CH2:6][CH2:5][CH:4]1[NH:8][C:9](=[O:21])[O:10][C@@H:11]1[CH2:16][C@H:15]([CH3:17])[CH2:14][CH2:13][C@H:12]1[CH:18]([CH3:20])[CH3:19].F[C:24]1[CH:29]=[CH:28][C:27]([C:30]([F:33])([F:32])[F:31])=[CH:26][N:25]=1.CCN(C(C)C)C(C)C.C(=O)(O)[O-].[Na+].